Dataset: Full USPTO retrosynthesis dataset with 1.9M reactions from patents (1976-2016). Task: Predict the reactants needed to synthesize the given product. (1) Given the product [Cl:11][C:9]1[CH:8]=[CH:7][C:3]([C:4]([OH:6])=[O:5])=[C:2]([NH:1][C:13]([O:15][CH2:16][CH3:17])=[O:14])[CH:10]=1, predict the reactants needed to synthesize it. The reactants are: [NH2:1][C:2]1[CH:10]=[C:9]([Cl:11])[CH:8]=[CH:7][C:3]=1[C:4]([OH:6])=[O:5].Cl[C:13]([O:15][CH2:16][CH3:17])=[O:14]. (2) Given the product [Cl:12][C:13]1[CH:18]=[CH:17][C:16]([C:2]2[CH:8]=[CH:7][C:5]([NH2:6])=[C:4]([N+:9]([O-:11])=[O:10])[CH:3]=2)=[CH:15][CH:14]=1, predict the reactants needed to synthesize it. The reactants are: Br[C:2]1[CH:8]=[CH:7][C:5]([NH2:6])=[C:4]([N+:9]([O-:11])=[O:10])[CH:3]=1.[Cl:12][C:13]1[CH:18]=[CH:17][C:16](B(O)O)=[CH:15][CH:14]=1.C([O-])(O)=O.[Na+]. (3) Given the product [Br:22][C:21]1[C:14]([NH:13][C:8]2[CH2:9][N:5]([CH:1]3[CH2:4][CH2:3][CH2:2]3)[C:6](=[O:12])[CH:7]=2)=[C:15]([CH:18]=[CH:19][CH:20]=1)[C:16]#[N:17], predict the reactants needed to synthesize it. The reactants are: [CH:1]1([N:5]2[CH2:9][C:8](OC)=[CH:7][C:6]2=[O:12])[CH2:4][CH2:3][CH2:2]1.[NH2:13][C:14]1[C:21]([Br:22])=[CH:20][CH:19]=[CH:18][C:15]=1[C:16]#[N:17].